This data is from Forward reaction prediction with 1.9M reactions from USPTO patents (1976-2016). The task is: Predict the product of the given reaction. (1) Given the reactants Cl.[CH2:2]([NH:9][NH2:10])[C:3]1[CH:8]=[CH:7][CH:6]=[CH:5][CH:4]=1.[CH:11](=O)[C:12]([CH3:14])=[O:13], predict the reaction product. The product is: [CH2:2]([NH:9][N:10]=[CH:11][C:12](=[O:13])[CH3:14])[C:3]1[CH:8]=[CH:7][CH:6]=[CH:5][CH:4]=1. (2) Given the reactants [C:1]([C:3]1[C:12]2[C:7](=[CH:8][CH:9]=[CH:10][CH:11]=2)[C:6](F)=[CH:5][CH:4]=1)#[N:2].Cl.[NH2:15][C@H:16]1[CH2:21][CH2:20][C@H:19]([OH:22])[CH2:18][CH2:17]1.C(=O)([O-])[O-].[K+].[K+], predict the reaction product. The product is: [OH:22][C@H:19]1[CH2:20][CH2:21][C@H:16]([NH:15][C:6]2[C:7]3[C:12](=[CH:11][CH:10]=[CH:9][CH:8]=3)[C:3]([C:1]#[N:2])=[CH:4][CH:5]=2)[CH2:17][CH2:18]1. (3) Given the reactants [O:1]1[CH:5]=[CH:4][CH:3]=[C:2]1[CH2:6][CH2:7][C:8]([OH:10])=O.C1(N=C=NC2CCCCC2)CCCCC1.OC1C2N=NNC=2C=CC=1.Br.[NH2:37][C:38]1[S:39][C:40]([Br:43])=[CH:41][N:42]=1, predict the reaction product. The product is: [Br:43][C:40]1[S:39][C:38]([NH:37][C:8](=[O:10])[CH2:7][CH2:6][C:2]2[O:1][CH:5]=[CH:4][CH:3]=2)=[N:42][CH:41]=1. (4) Given the reactants [N:1]([CH2:4][CH:5]1[CH2:9][C:8]2[CH:10]=[CH:11][CH:12]=[C:13]([C:14]3[CH:19]=[CH:18][CH:17]=[C:16]([CH3:20])[CH:15]=3)[C:7]=2[O:6]1)=[N+]=[N-], predict the reaction product. The product is: [CH3:20][C:16]1[CH:15]=[C:14]([C:13]2[C:7]3[O:6][CH:5]([CH2:4][NH2:1])[CH2:9][C:8]=3[CH:10]=[CH:11][CH:12]=2)[CH:19]=[CH:18][CH:17]=1. (5) The product is: [F:35][C:34]([F:37])([F:36])[C:32]([OH:38])=[O:33].[NH:8]1[CH2:9][CH:10]([NH:12][C:13]2[CH:14]=[C:15]3[C:24](=[CH:25][C:26]=2[CH:27]([CH3:28])[CH3:29])[O:23][CH2:22][C:21]2[N:16]3[C@H:17]([CH3:31])[C:18](=[O:30])[NH:19][N:20]=2)[CH2:11]1. Given the reactants C(OC([N:8]1[CH2:11][CH:10]([NH:12][C:13]2[CH:14]=[C:15]3[C:24](=[CH:25][C:26]=2[CH:27]([CH3:29])[CH3:28])[O:23][CH2:22][C:21]2[N:16]3[C@H:17]([CH3:31])[C:18](=[O:30])[NH:19][N:20]=2)[CH2:9]1)=O)(C)(C)C.[C:32]([OH:38])([C:34]([F:37])([F:36])[F:35])=[O:33], predict the reaction product. (6) Given the reactants [Cl:1][C:2]1[CH:19]=[C:18]([CH2:20][C:21](=O)[C:22]2[CH:26]=[C:25]([C:27](=[O:32])C(Cl)(Cl)Cl)[NH:24][CH:23]=2)[CH:17]=[CH:16][C:3]=1[CH2:4][N:5]1C(=O)C2C(=CC=CC=2)C1=O.[Cl:34][C:35]1[CH:36]=[C:37](NCCO)[CH:38]=[CH:39][C:40]=1[F:41].[C:46]([CH:50]([N:54](C)C)N(C)C)(C)(C)C.[OH2:57].[NH2:58]N.C[N:61]([CH:63]=O)C, predict the reaction product. The product is: [Cl:34][C:35]1[CH:36]=[C:37]([CH:50]([NH:54][C:27]([C:25]2[NH:24][CH:23]=[C:22]([C:21]3[C:20]([C:18]4[CH:17]=[CH:16][C:3]([CH2:4][NH2:5])=[C:2]([Cl:1])[CH:19]=4)=[CH:63][NH:61][N:58]=3)[CH:26]=2)=[O:32])[CH2:46][OH:57])[CH:38]=[CH:39][C:40]=1[F:41]. (7) Given the reactants [H-].[Na+].[CH3:3][C:4]([O:7][C:8]([O:10][C:11]1[CH:16]=[C:15]([N:17]2[CH2:22][CH2:21][O:20][CH2:19][CH2:18]2)[N:14]=[C:13]([CH2:23][C:24]([O:26][CH2:27][CH3:28])=[O:25])[N:12]=1)=[O:9])([CH3:6])[CH3:5].[I-].[CH4:30].O, predict the reaction product. The product is: [CH3:6][C:4]([O:7][C:8]([O:10][C:11]1[CH:16]=[C:15]([N:17]2[CH2:18][CH2:19][O:20][CH2:21][CH2:22]2)[N:14]=[C:13]([CH:23]([CH3:30])[C:24]([O:26][CH2:27][CH3:28])=[O:25])[N:12]=1)=[O:9])([CH3:3])[CH3:5]. (8) Given the reactants [OH-].[Na+].[CH:3]1([C:6]2[C:11]([C:12]3[CH:17]=[CH:16][C:15]([F:18])=[CH:14][CH:13]=3)=[C:10]([F:19])[C:9]([O:20][CH3:21])=[C:8]([CH2:22][N:23]3[CH2:28][CH2:27][CH:26]([N:29]4[CH2:38][CH2:37][C:36]5[N:35]=[C:34]([CH2:39][CH2:40][CH3:41])[C:33]([C:42]([O:44]C)=[O:43])=[CH:32][C:31]=5[C:30]4=[O:46])[CH2:25][CH2:24]3)[CH:7]=2)[CH2:5][CH2:4]1, predict the reaction product. The product is: [CH:3]1([C:6]2[C:11]([C:12]3[CH:17]=[CH:16][C:15]([F:18])=[CH:14][CH:13]=3)=[C:10]([F:19])[C:9]([O:20][CH3:21])=[C:8]([CH2:22][N:23]3[CH2:24][CH2:25][CH:26]([N:29]4[CH2:38][CH2:37][C:36]5[N:35]=[C:34]([CH2:39][CH2:40][CH3:41])[C:33]([C:42]([OH:44])=[O:43])=[CH:32][C:31]=5[C:30]4=[O:46])[CH2:27][CH2:28]3)[CH:7]=2)[CH2:5][CH2:4]1. (9) Given the reactants [NH:1]1[C:9]2[C:4](=[C:5]([C:10]3[N:11]=[C:12]([N:22]4[CH2:27][CH2:26][O:25][CH2:24][CH2:23]4)[C:13]4[CH:18]=[C:17]([C:19]([OH:21])=O)[S:16][C:14]=4[N:15]=3)[CH:6]=[CH:7][CH:8]=2)[CH:3]=[N:2]1.[CH3:28][CH:29]([NH2:31])[CH3:30], predict the reaction product. The product is: [NH:1]1[C:9]2[C:4](=[C:5]([C:10]3[N:11]=[C:12]([N:22]4[CH2:23][CH2:24][O:25][CH2:26][CH2:27]4)[C:13]4[CH:18]=[C:17]([C:19]([NH:31][CH:29]([CH3:30])[CH3:28])=[O:21])[S:16][C:14]=4[N:15]=3)[CH:6]=[CH:7][CH:8]=2)[CH:3]=[N:2]1. (10) Given the reactants [NH2:1][C:2]1[N:10]=[CH:9][CH:8]=[CH:7][C:3]=1[C:4]([OH:6])=O.ON1C2C=CC=CC=2N=N1.CCN=C=NCCCN(C)C.[CH2:32]([O:34][C:35]1[CH:49]=[CH:48][C:38]([O:39][C:40]2[CH:47]=[CH:46][C:43]([CH2:44][NH2:45])=[CH:42][CH:41]=2)=[CH:37][CH:36]=1)[CH3:33].C(=O)(O)[O-].[Na+], predict the reaction product. The product is: [CH2:32]([O:34][C:35]1[CH:49]=[CH:48][C:38]([O:39][C:40]2[CH:47]=[CH:46][C:43]([CH2:44][NH:45][C:4](=[O:6])[C:3]3[CH:7]=[CH:8][CH:9]=[N:10][C:2]=3[NH2:1])=[CH:42][CH:41]=2)=[CH:37][CH:36]=1)[CH3:33].